Predict the product of the given reaction. From a dataset of Forward reaction prediction with 1.9M reactions from USPTO patents (1976-2016). (1) The product is: [Cl:1][C:2]1[CH:3]=[CH:4][C:5]2[N:6]([N:8]=[C:9]([N:11]3[CH2:16][CH2:15][CH2:14][CH2:13][CH2:12]3)[CH:10]=2)[C:7]=1[Si:23]([CH3:25])([CH3:24])[CH3:22]. Given the reactants [Cl:1][C:2]1[CH:3]=[CH:4][C:5]2[N:6]([N:8]=[C:9]([N:11]3[CH2:16][CH2:15][CH2:14][CH2:13][CH2:12]3)[CH:10]=2)[CH:7]=1.C([Li])CCC.[CH3:22][Si:23](Cl)([CH3:25])[CH3:24].[Cl-].[NH4+], predict the reaction product. (2) The product is: [F:8][C:2]([F:9])([C:23]([C:20]1[CH:19]=[CH:18][C:17]([C:14]2[CH:13]=[CH:12][C:11]([F:10])=[CH:16][N:15]=2)=[CH:22][CH:21]=1)([OH:25])[CH3:24])[C:3]([O:5][CH2:6][CH3:7])=[O:4]. Given the reactants Br[C:2]([F:9])([F:8])[C:3]([O:5][CH2:6][CH3:7])=[O:4].[F:10][C:11]1[CH:12]=[CH:13][C:14]([C:17]2[CH:22]=[CH:21][C:20]([C:23](=[O:25])[CH3:24])=[CH:19][CH:18]=2)=[N:15][CH:16]=1.[I-].[I-].[Sm+2], predict the reaction product. (3) The product is: [CH:39]1[C:40]2[CH:28]([CH2:27][O:26][C:24]([NH:12][C@H:4]([C:5]3[CH:10]=[CH:9][C:8]([OH:11])=[CH:7][CH:6]=3)[C:3]([O:2][CH3:1])=[O:13])=[O:25])[C:29]3[C:34](=[CH:33][CH:32]=[CH:31][CH:30]=3)[C:35]=2[CH:36]=[CH:37][CH:38]=1. Given the reactants [CH3:1][O:2][C:3](=[O:13])[CH:4]([NH2:12])[C:5]1[CH:10]=[CH:9][C:8]([OH:11])=[CH:7][CH:6]=1.C(N(CC)C(C)C)(C)C.Cl[C:24]([O:26][CH2:27][CH:28]1[C:40]2[CH:39]=[CH:38][CH:37]=[CH:36][C:35]=2[C:34]2[C:29]1=[CH:30][CH:31]=[CH:32][CH:33]=2)=[O:25], predict the reaction product. (4) Given the reactants [S:1]1[C:5]2[CH2:6][NH:7][CH2:8][CH2:9][C:10](=[O:11])[C:4]=2[CH:3]=[CH:2]1.[BH4-].[Na+], predict the reaction product. The product is: [S:1]1[C:5]2[CH2:6][NH:7][CH2:8][CH2:9][CH:10]([OH:11])[C:4]=2[CH:3]=[CH:2]1. (5) Given the reactants [CH2:1]([N:3]([CH2:18][CH3:19])[CH2:4][CH2:5][O:6][C:7]1[CH:12]=[CH:11][C:10]([C:13](=[O:17])[CH2:14][CH2:15][CH3:16])=[CH:9][CH:8]=1)[CH3:2].Cl.ClCCN1CC[O:27]CC1, predict the reaction product. The product is: [O:27]1[CH2:2][CH2:1][N:3]([CH2:4][CH2:5][O:6][C:7]2[CH:8]=[CH:9][C:10]([C:13](=[O:17])[CH2:14][CH2:15][CH3:16])=[CH:11][CH:12]=2)[CH2:18][CH2:19]1.